This data is from Reaction yield outcomes from USPTO patents with 853,638 reactions. The task is: Predict the reaction yield, written as a fraction of the theoretical maximum amount of product (1.0 means a 100% yield; for example, 0.34 means a 34% yield). (1) The reactants are N1C=CN=C1.[Si:6](Cl)([C:9]([CH3:12])([CH3:11])[CH3:10])([CH3:8])[CH3:7].[OH:14][CH2:15][C@@H:16]1[NH:21][C:20](=[O:22])[CH2:19][CH2:18][CH2:17]1.C1C=CC=CC=1. The catalyst is CN(C=O)C.CCOC(C)=O. The product is [Si:6]([O:14][CH2:15][C@@H:16]1[NH:21][C:20](=[O:22])[CH2:19][CH2:18][CH2:17]1)([C:9]([CH3:12])([CH3:11])[CH3:10])([CH3:8])[CH3:7]. The yield is 0.980. (2) The reactants are [H-].[Na+].[O:3]1[CH:7]=[CH:6][CH:5]=[C:4]1[CH2:8][NH:9][S:10]([CH3:13])(=[O:12])=[O:11].Br[CH2:15][CH:16]([CH3:18])[CH3:17]. The catalyst is CN(C)C=O.C(OCC)(=O)C. The product is [O:3]1[CH:7]=[CH:6][CH:5]=[C:4]1[CH2:8][N:9]([CH2:17][C:16]([CH3:18])=[CH2:15])[S:10]([CH3:13])(=[O:12])=[O:11]. The yield is 0.950. (3) The reactants are O.[NH2:2][C:3]1[C:4]2[C:5]3[C:6](=[N:18][N:19]([CH2:21][C:22]4[C:27]([Cl:28])=[C:26]([O:29][CH3:30])[C:25]([CH3:31])=[CH:24][N:23]=4)[N:20]=2)[CH:7]=[C:8]([CH2:13][C:14]([NH:16][CH3:17])=[O:15])[C:9]=3[CH2:10][S:11][N:12]=1.Cl. The catalyst is C(O)C. The product is [ClH:28].[NH2:2][C:3]1[C:4]2[C:5]3[C:6](=[N:18][N:19]([CH2:21][C:22]4[C:27]([Cl:28])=[C:26]([O:29][CH3:30])[C:25]([CH3:31])=[CH:24][N:23]=4)[N:20]=2)[CH:7]=[C:8]([CH2:13][C:14]([NH:16][CH3:17])=[O:15])[C:9]=3[CH2:10][S:11][N:12]=1. The yield is 0.930.